Dataset: Full USPTO retrosynthesis dataset with 1.9M reactions from patents (1976-2016). Task: Predict the reactants needed to synthesize the given product. (1) Given the product [NH:3]1[CH2:6][CH:5]([C:7]2[CH:12]=[CH:11][C:10]([C:13]3[CH2:14][C:15]([C:20]4[CH:25]=[CH:24][CH:23]=[CH:22][CH:21]=4)([C:16]([F:19])([F:18])[F:17])[O:2][N:1]=3)=[CH:9][CH:8]=2)[CH2:4]1, predict the reactants needed to synthesize it. The reactants are: [NH2:1][OH:2].[NH:3]1[CH2:6][CH:5]([C:7]2[CH:12]=[CH:11][C:10]([C:13](=O)[CH:14]=[C:15]([C:20]3[CH:25]=[CH:24][CH:23]=[CH:22][CH:21]=3)[C:16]([F:19])([F:18])[F:17])=[CH:9][CH:8]=2)[CH2:4]1.COC1C=CC2N=CC=C([C@@H](O)[C@H]3N4C[C@H](C=C)[C@@H](CC4)C3)C=2C=1. (2) Given the product [Br:1][C:2]1[C:11]([O:12][C@H:23]2[CH2:24][CH2:25][CH2:26][NH:21][CH2:22]2)=[CH:10][CH:9]=[C:8]2[C:3]=1[CH:4]=[CH:5][NH:6][C:7]2=[O:13], predict the reactants needed to synthesize it. The reactants are: [Br:1][C:2]1[C:11]([OH:12])=[CH:10][CH:9]=[C:8]2[C:3]=1[CH:4]=[CH:5][NH:6][C:7]2=[O:13].C(OC([N:21]1[CH2:26][CH2:25][CH2:24][C@@H:23](OS(C)(=O)=O)[CH2:22]1)=O)(C)(C)C.C(=O)([O-])[O-].[K+].[K+].CN(C)C=O. (3) Given the product [F:1][C:2]1[CH:7]=[C:6]([F:8])[CH:5]=[CH:4][C:3]=1[N:9]1[C:17](=[O:18])[C:16]2[C@H:15]3[C:19]([CH3:21])([CH3:20])[C@:12]([CH3:22])([CH2:13][CH2:14]3)[C:11]=2[N:10]1[CH2:28][C:27]1[CH:30]=[CH:31][C:24]([F:23])=[CH:25][CH:26]=1, predict the reactants needed to synthesize it. The reactants are: [F:1][C:2]1[CH:7]=[C:6]([F:8])[CH:5]=[CH:4][C:3]=1[N:9]1[C:17](=[O:18])[C:16]2[C@H:15]3[C:19]([CH3:21])([CH3:20])[C@:12]([CH3:22])([CH2:13][CH2:14]3)[C:11]=2[NH:10]1.[F:23][C:24]1[CH:31]=[CH:30][C:27]([CH2:28]Br)=[CH:26][CH:25]=1.